This data is from Acute oral toxicity (LD50) regression data from Zhu et al.. The task is: Regression/Classification. Given a drug SMILES string, predict its toxicity properties. Task type varies by dataset: regression for continuous values (e.g., LD50, hERG inhibition percentage) or binary classification for toxic/non-toxic outcomes (e.g., AMES mutagenicity, cardiotoxicity, hepatotoxicity). Dataset: ld50_zhu. (1) The drug is O=[N+]([O-])c1ccc(Oc2ccc(C(F)(F)F)cc2Cl)cc1. The rat oral LD50 is 2.50, given as -log10 of the dose in mol/kg body weight (higher means more acutely toxic). (2) The molecule is COc1cc(C(=O)N2CCN(C(=O)c3cc(OC)c(OC)c(OC)c3)CC2)cc(OC)c1OC. The rat oral LD50 is 2.68, given as -log10 of the dose in mol/kg body weight (higher means more acutely toxic).